Dataset: Full USPTO retrosynthesis dataset with 1.9M reactions from patents (1976-2016). Task: Predict the reactants needed to synthesize the given product. (1) Given the product [ClH:1].[ClH:1].[F:3][C:4]1[CH:5]=[CH:6][C:7]([C:10]2[CH:11]=[CH:12][C:13]([C:37]3([OH:63])[CH2:38][CH2:33][CH2:34][CH2:35][CH:36]3[CH2:39][CH2:40][N:41]3[CH2:46][CH2:45][N:44]([CH3:47])[CH2:43][CH2:42]3)=[CH:14][CH:15]=2)=[CH:8][CH:9]=1, predict the reactants needed to synthesize it. The reactants are: [ClH:1].Cl.[F:3][C:4]1[CH:9]=[CH:8][C:7]([C:10]2[CH:15]=[CH:14][C:13](C(C3(O)CCCCC3)CN3CCN(C)CC3)=[CH:12][CH:11]=2)=[CH:6][CH:5]=1.Br[C:33]1[CH:38]=[CH:37][C:36]([CH:39](C2(O)CCCCC2)[CH2:40][N:41]2[CH2:46][CH2:45][N:44]([CH3:47])[CH2:43][CH2:42]2)=[CH:35][CH:34]=1.FC1C=CC(B(O)[OH:63])=CC=1.FC1C=CC(C2C=CC(C(C3(O)CCCCC3)CN3CCN(C)CC3)=CC=2)=CC=1.Cl. (2) Given the product [F:27][C:28]1[CH:29]=[C:30]2[C:34](=[CH:35][CH:36]=1)[N:33]([NH:37][C:38]([C:40]1[C:41]([CH3:52])=[N:42][C:43]([C:16]3[CH:11]=[N:12][CH:13]=[CH:14][CH:15]=3)=[N:44][CH:45]=1)=[O:39])[CH:32]=[CH:31]2, predict the reactants needed to synthesize it. The reactants are: CC1C(C(O)=O)=CN=C([C:11]2[CH:16]=[CH:15][CH:14]=[CH:13][N:12]=2)N=1.N1(N)C2C(=NC=CC=2)C=C1.[F:27][C:28]1[CH:29]=[C:30]2[C:34](=[CH:35][CH:36]=1)[N:33]([NH:37][C:38]([C:40]1[C:41]([CH3:52])=[N:42][C:43](C3C=CC=CN=3)=[N:44][CH:45]=1)=[O:39])[CH:32]=[CH:31]2. (3) The reactants are: [CH3:13][C:12]([O:11][C:9](O[C:9]([O:11][C:12]([CH3:15])([CH3:14])[CH3:13])=[O:10])=[O:10])([CH3:15])[CH3:14].[NH2:16][CH2:17][CH2:18][CH2:19][OH:20].CCOCC.CCOC(C)=O. Given the product [C:12]([O:11][C:9]([NH:16][CH2:17][CH2:18][CH2:19][OH:20])=[O:10])([CH3:13])([CH3:14])[CH3:15], predict the reactants needed to synthesize it. (4) Given the product [Cl:29][C:30]1[CH:31]=[C:32]([C:39]2[CH:40]=[CH:41][C:42]([C:6]([N:8]3[CH2:9][CH:10]4[CH:14]([CH2:13][N:12]([C:16]5[N:17]=[CH:18][CH:19]=[CH:20][N:21]=5)[CH2:11]4)[CH2:15]3)=[O:7])=[CH:43][CH:44]=2)[CH:33]=[CH:34][CH:35]=1, predict the reactants needed to synthesize it. The reactants are: C(O[C:6]([N:8]1[CH2:15][CH:14]2[CH:10]([CH2:11][N:12]([C:16]3[N:21]=[CH:20][CH:19]=[CH:18][N:17]=3)[CH2:13]2)[CH2:9]1)=[O:7])(C)(C)C.FC(F)(F)C(O)=O.[Cl:29][C:30]1[CH:31]=[C:32]([C:39]2[CH:44]=[CH:43][CH:42]=[CH:41][CH:40]=2)[CH:33]=[CH:34][C:35]=1C(O)=O.F[P-](F)(F)(F)(F)F.N1(OC(N(C)C)=[N+](C)C)C2N=CC=CC=2N=N1.C(N(C(C)C)CC)(C)C. (5) Given the product [NH2:1][C:2]1[C:11]2[N:12]=[C:13]([CH2:22][CH2:23][CH2:24][CH3:25])[N:14]([CH2:15][CH2:16][NH:17][S:18]([CH3:21])(=[O:20])=[O:19])[C:10]=2[C:9]2[CH:8]=[CH:7][C:6]([CH:27]=[CH2:28])=[CH:5][C:4]=2[N:3]=1, predict the reactants needed to synthesize it. The reactants are: [NH2:1][C:2]1[C:11]2[N:12]=[C:13]([CH2:22][CH2:23][CH2:24][CH3:25])[N:14]([CH2:15][CH2:16][NH:17][S:18]([CH3:21])(=[O:20])=[O:19])[C:10]=2[C:9]2[CH:8]=[CH:7][C:6](Br)=[CH:5][C:4]=2[N:3]=1.[CH:27]([B-](F)(F)F)=[CH2:28].[K+].